This data is from Catalyst prediction with 721,799 reactions and 888 catalyst types from USPTO. The task is: Predict which catalyst facilitates the given reaction. (1) Reactant: [Br:1][C:2]1[CH:3]=[C:4]([CH2:13][C@@H:14]([CH2:19][C:20]([O:22][CH3:23])=[O:21])[C:15]([O:17][CH3:18])=[O:16])[C:5]([CH2:11]O)=[C:6]2[C:10]=1[NH:9][N:8]=[CH:7]2.[Cl:24]CCl. Product: [Br:1][C:2]1[CH:3]=[C:4]([CH2:13][C@@H:14]([CH2:19][C:20]([O:22][CH3:23])=[O:21])[C:15]([O:17][CH3:18])=[O:16])[C:5]([CH2:11][Cl:24])=[C:6]2[C:10]=1[NH:9][N:8]=[CH:7]2. The catalyst class is: 309. (2) Reactant: C([C:3]1([C:19]2[CH:24]=[CH:23][C:22]([Cl:25])=[CH:21][CH:20]=2)[S:7][CH:6]([C:8]([O-:10])=O)[N:5]=[C:4]1[C:11]1[CH:16]=[CH:15][C:14]([Cl:17])=[CH:13][C:12]=1[Cl:18])C.[NH2:26][C:27]1[CH:32]=[CH:31][CH:30]=[CH:29][CH:28]=1.C[Si](C)(C)[N-][Si](C)(C)C.[Na+].O. Product: [Cl:25][C:22]1[CH:23]=[CH:24][C:19]([C:3]2[S:7][C:6]([C:8]([NH:26][C:27]3[CH:32]=[CH:31][CH:30]=[CH:29][CH:28]=3)=[O:10])=[N:5][C:4]=2[C:11]2[CH:16]=[CH:15][C:14]([Cl:17])=[CH:13][C:12]=2[Cl:18])=[CH:20][CH:21]=1. The catalyst class is: 1.